This data is from Catalyst prediction with 721,799 reactions and 888 catalyst types from USPTO. The task is: Predict which catalyst facilitates the given reaction. (1) Reactant: Cl.C1C2C(COC([N:19]3[CH2:24][C@@H:23]([C:25](=[O:44])[N:26]([CH:41]4[CH2:43][CH2:42]4)[CH2:27][C:28]4[CH:33]=[CH:32][C:31]([CH3:34])=[C:30]([O:35][CH2:36][CH2:37][CH2:38][O:39][CH3:40])[CH:29]=4)[CH2:22][C@@H:21]([NH2:45])[CH2:20]3)=O)C3C(=CC=CC=3)C=2C=CC=1.[C:46]([N:50]=[C:51]=[O:52])([CH3:49])([CH3:48])[CH3:47].CCN(C(C)C)C(C)C.ClCCCl. Product: [CH:41]1([N:26]([CH2:27][C:28]2[CH:33]=[CH:32][C:31]([CH3:34])=[C:30]([O:35][CH2:36][CH2:37][CH2:38][O:39][CH3:40])[CH:29]=2)[C:25]([C@H:23]2[CH2:22][C@@H:21]([NH:45][C:51]([NH:50][C:46]([CH3:49])([CH3:48])[CH3:47])=[O:52])[CH2:20][NH:19][CH2:24]2)=[O:44])[CH2:42][CH2:43]1. The catalyst class is: 2. (2) Reactant: C[C:2]([C:4]1[CH:9]=[CH:8][C:7]([C:10]#[N:11])=[CH:6][CH:5]=1)=[O:3].[CH2:12]([OH:15])[CH2:13]O.B(F)(F)F.[C:20](=O)([O-])O.[Na+]. Product: [O:15]1[CH2:12][CH2:13][O:3][CH:2]1[C:4]1([CH3:20])[CH:5]=[CH:6][C:7]([C:10]#[N:11])=[CH:8][CH2:9]1. The catalyst class is: 93. (3) Reactant: [C:1]1([CH2:7][O:8][C:9]2[CH:10]=[C:11]([CH2:15][CH2:16][C:17]3[CH:18]=[C:19]([NH2:22])[NH:20][N:21]=3)[CH:12]=[CH:13][CH:14]=2)[CH:6]=[CH:5][CH:4]=[CH:3][CH:2]=1.Cl[C:24]1[CH:29]=[CH:28][N:27]=[C:26]([NH:30][CH2:31][C:32]2[O:36][N:35]=[C:34]([CH3:37])[CH:33]=2)[N:25]=1. Product: [CH3:37][C:34]1[CH:33]=[C:32]([CH2:31][NH:30][C:26]2[N:27]=[C:28]([NH:22][C:19]3[NH:20][N:21]=[C:17]([CH2:16][CH2:15][C:11]4[CH:12]=[CH:13][CH:14]=[C:9]([O:8][CH2:7][C:1]5[CH:2]=[CH:3][CH:4]=[CH:5][CH:6]=5)[CH:10]=4)[CH:18]=3)[CH:29]=[CH:24][N:25]=2)[O:36][N:35]=1. The catalyst class is: 8. (4) Reactant: [Br:1][C:2]1[C:7]([C@H:8]2[C@H:13]([O:14][CH2:15][C:16]3[CH:21]=[CH:20][CH:19]=[CH:18][CH:17]=3)[C@@H:12]([O:22][CH2:23][C:24]3[CH:29]=[CH:28][CH:27]=[CH:26][CH:25]=3)[C@H:11]([O:30][CH2:31][C:32]3[CH:37]=[CH:36][CH:35]=[CH:34][CH:33]=3)[C@@H:10]([CH2:38][O:39][CH2:40][C:41]3[CH:46]=[CH:45][CH:44]=[CH:43][CH:42]=3)[O:9]2)=[CH:6][C:5]([CH2:47][C:48]2[CH:53]=[CH:52][C:51]([O:54][CH2:55][CH3:56])=[CH:50][CH:49]=2)=[C:4]([Cl:57])[C:3]=1[OH:58].Br[CH2:60][CH2:61][OH:62].C([O-])([O-])=O.[K+].[K+]. Product: [Br:1][C:2]1[C:7]([C@H:8]2[C@H:13]([O:14][CH2:15][C:16]3[CH:21]=[CH:20][CH:19]=[CH:18][CH:17]=3)[C@@H:12]([O:22][CH2:23][C:24]3[CH:25]=[CH:26][CH:27]=[CH:28][CH:29]=3)[C@H:11]([O:30][CH2:31][C:32]3[CH:37]=[CH:36][CH:35]=[CH:34][CH:33]=3)[C@@H:10]([CH2:38][O:39][CH2:40][C:41]3[CH:42]=[CH:43][CH:44]=[CH:45][CH:46]=3)[O:9]2)=[CH:6][C:5]([CH2:47][C:48]2[CH:53]=[CH:52][C:51]([O:54][CH2:55][CH3:56])=[CH:50][CH:49]=2)=[C:4]([Cl:57])[C:3]=1[O:58][CH2:60][CH2:61][OH:62]. The catalyst class is: 21. (5) Reactant: [CH3:1][O:2][C:3]1[C:4]([O:35][CH3:36])=[C:5]([CH:32]=[CH:33][CH:34]=1)[C:6]([O:19][CH2:20][CH2:21][O:22][CH2:23][CH2:24][O:25][CH2:26][CH2:27][O:28][CH2:29][CH2:30][OH:31])([C:13]1[CH:18]=[CH:17][CH:16]=[CH:15][CH:14]=1)[C:7]1[CH:12]=[CH:11][CH:10]=[CH:9][CH:8]=1.C(N(CC)CC)C.[C:44]1([CH3:54])[CH:49]=[CH:48][C:47]([S:50](Cl)(=[O:52])=[O:51])=[CH:46][CH:45]=1. Product: [C:44]1([CH3:54])[CH:49]=[CH:48][C:47]([S:50]([O:31][CH2:30][CH2:29][O:28][CH2:27][CH2:26][O:25][CH2:24][CH2:23][O:22][CH2:21][CH2:20][O:19][C:6]([C:13]2[CH:18]=[CH:17][CH:16]=[CH:15][CH:14]=2)([C:7]2[CH:8]=[CH:9][CH:10]=[CH:11][CH:12]=2)[C:5]2[CH:32]=[CH:33][CH:34]=[C:3]([O:2][CH3:1])[C:4]=2[O:35][CH3:36])(=[O:52])=[O:51])=[CH:46][CH:45]=1. The catalyst class is: 4. (6) Reactant: Br[C:2]1[CH:10]=[CH:9][C:8]([O:11][CH2:12][CH:13]2[CH2:17][CH2:16][CH2:15][O:14]2)=[C:7]2[C:3]=1[CH2:4][N:5]([CH2:19][C:20]1[CH:25]=[CH:24][C:23]([C:26]3[CH:27]=[N:28][N:29]([CH3:31])[CH:30]=3)=[CH:22][CH:21]=1)[C:6]2=[O:18].[B-](F)(F)(F)[CH:33]=[CH2:34].[K+].C(N(CC)CC)C. Product: [CH3:31][N:29]1[CH:30]=[C:26]([C:23]2[CH:24]=[CH:25][C:20]([CH2:19][N:5]3[CH2:4][C:3]4[C:7](=[C:8]([O:11][CH2:12][CH:13]5[CH2:17][CH2:16][CH2:15][O:14]5)[CH:9]=[CH:10][C:2]=4[CH:33]=[CH2:34])[C:6]3=[O:18])=[CH:21][CH:22]=2)[CH:27]=[N:28]1. The catalyst class is: 162. (7) Reactant: CN(C)[CH:3]=[CH:4][C:5]([C:7]1[CH:12]=[CH:11][N:10]=[C:9]([Cl:13])[CH:8]=1)=O.N(O)=O.[CH3:18][O:19][C:20]1[CH:21]=[C:22]([NH:26][C:27]([NH2:29])=[NH:28])[CH:23]=[CH:24][CH:25]=1.[OH-].[Li+]. Product: [CH3:18][O:19][C:20]1[CH:21]=[C:22]([NH:26][C:27]2[N:29]=[C:5]([C:7]3[CH:12]=[CH:11][N:10]=[C:9]([Cl:13])[CH:8]=3)[CH:4]=[CH:3][N:28]=2)[CH:23]=[CH:24][CH:25]=1. The catalyst class is: 868. (8) The catalyst class is: 5. Product: [C:1]([C:5]1[CH:31]=[C:8]2[N:9]=[C:10]([CH3:30])[C:11]([CH:22]([CH2:27][CH2:28][CH3:29])[C:23]([OH:25])=[O:24])=[C:12]([C:13]3[CH:14]=[C:15]4[C:19](=[CH:20][CH:21]=3)[NH:18][CH:17]=[CH:16]4)[N:7]2[N:6]=1)([CH3:3])([CH3:4])[CH3:2]. Reactant: [C:1]([C:5]1[CH:31]=[C:8]2[N:9]=[C:10]([CH3:30])[C:11]([CH:22]([CH2:27][CH2:28][CH3:29])[C:23]([O:25]C)=[O:24])=[C:12]([C:13]3[CH:14]=[C:15]4[C:19](=[CH:20][CH:21]=3)[NH:18][CH:17]=[CH:16]4)[N:7]2[N:6]=1)([CH3:4])([CH3:3])[CH3:2].[OH-].[Na+].